Dataset: Full USPTO retrosynthesis dataset with 1.9M reactions from patents (1976-2016). Task: Predict the reactants needed to synthesize the given product. (1) Given the product [NH:1]([C:10]([O:12][C:13]([CH3:14])([CH3:16])[CH3:15])=[O:11])[C@H:2]([C:7]([O:9][N:23]1[C:32](=[O:35])[CH2:33][CH2:19][C:20]1=[O:36])=[O:8])[C@H:3]([CH2:5][CH3:6])[CH3:4], predict the reactants needed to synthesize it. The reactants are: [NH:1]([C:10]([O:12][C:13]([CH3:16])([CH3:15])[CH3:14])=[O:11])[C@H:2]([C:7]([OH:9])=[O:8])[C@H:3]([CH2:5][CH3:6])[CH3:4].C1CC[CH:20]([N:23]=C=NC2CCCCC2)[CH2:19]C1.[C:32]([OH:35])(=O)[CH3:33].[OH:36]S([O-])(=O)=O.[K+].[Na+].[Cl-].C([O-])([O-])=O.[Na+].[Na+]. (2) The reactants are: [Cl:1][C:2]1[CH:9]=[C:8]([N:10]=[C:11]=[S:12])[CH:7]=[CH:6][C:3]=1[C:4]#[N:5].[F:13][C:14]1[CH:15]=[C:16]([NH:21][C:22]([CH3:26])([CH3:25])[C:23]#N)[CH:17]=[CH:18][C:19]=1[OH:20].C[OH:28].Cl. Given the product [Cl:1][C:2]1[CH:9]=[C:8]([N:10]2[C:23](=[O:28])[C:22]([CH3:26])([CH3:25])[N:21]([C:16]3[CH:17]=[CH:18][C:19]([OH:20])=[C:14]([F:13])[CH:15]=3)[C:11]2=[S:12])[CH:7]=[CH:6][C:3]=1[C:4]#[N:5], predict the reactants needed to synthesize it. (3) Given the product [CH3:1][O:2][C:3]1[CH:4]=[CH:5][C:6]([C:9]2[S:13][C:12]([C:14]([OH:16])=[O:15])=[CH:11][CH:10]=2)=[CH:7][CH:8]=1, predict the reactants needed to synthesize it. The reactants are: [CH3:1][O:2][C:3]1[CH:8]=[CH:7][C:6]([C:9]2[S:13][C:12]([C:14]([O:16]C)=[O:15])=[CH:11][CH:10]=2)=[CH:5][CH:4]=1.[OH-].[Na+]. (4) Given the product [Cl:19][CH2:15][C:11]1[CH:10]=[C:9]([CH:14]=[CH:13][CH:12]=1)[O:8][C:6]1[CH:5]=[CH:4][CH:3]=[C:2]([CH3:1])[N:7]=1, predict the reactants needed to synthesize it. The reactants are: [CH3:1][C:2]1[N:7]=[C:6]([O:8][C:9]2[CH:10]=[C:11]([CH2:15]O)[CH:12]=[CH:13][CH:14]=2)[CH:5]=[CH:4][CH:3]=1.S(Cl)([Cl:19])=O.C(=O)(O)[O-].[Na+].